From a dataset of hERG potassium channel inhibition data for cardiac toxicity prediction from Karim et al.. Regression/Classification. Given a drug SMILES string, predict its toxicity properties. Task type varies by dataset: regression for continuous values (e.g., LD50, hERG inhibition percentage) or binary classification for toxic/non-toxic outcomes (e.g., AMES mutagenicity, cardiotoxicity, hepatotoxicity). Dataset: herg_karim. (1) The compound is CC(C)Oc1cc2ncc(C(N)=O)c(Nc3ccc(Cl)c(Cl)c3)c2cc1N1CCN(C)CC1. The result is 1 (blocker). (2) The molecule is Cc1c([C@@H]2CN3CCN(C(=O)Cc4ccc(-n5cnnn5)cn4)C[C@H]3CO2)ccc(F)c1C#N. The result is 0 (non-blocker). (3) The compound is Cn1c(SCCCN2CC[C@]3(C[C@@H]3c3ccc(C(F)(F)F)cc3)C2)nnc1-c1ccoc1. The result is 1 (blocker). (4) The molecule is C(CN1CCC(c2ccccc2)C1)=C1CCCc2c1cnn2-c1ccccc1. The result is 1 (blocker).